From a dataset of Peptide-MHC class I binding affinity with 185,985 pairs from IEDB/IMGT. Regression. Given a peptide amino acid sequence and an MHC pseudo amino acid sequence, predict their binding affinity value. This is MHC class I binding data. (1) The peptide sequence is WQFAIHYSF. The MHC is HLA-B15:03 with pseudo-sequence HLA-B15:03. The binding affinity (normalized) is 0.861. (2) The peptide sequence is KQINPPTVY. The MHC is HLA-A31:01 with pseudo-sequence HLA-A31:01. The binding affinity (normalized) is 0.0847. (3) The peptide sequence is KIRLRPGGK. The MHC is HLA-B15:01 with pseudo-sequence HLA-B15:01. The binding affinity (normalized) is 0. (4) The peptide sequence is LFCLLNRYF. The MHC is HLA-A26:01 with pseudo-sequence HLA-A26:01. The binding affinity (normalized) is 0.350. (5) The peptide sequence is PLCKGDNLY. The MHC is HLA-A01:01 with pseudo-sequence HLA-A01:01. The binding affinity (normalized) is 0.254.